From a dataset of NCI-60 drug combinations with 297,098 pairs across 59 cell lines. Regression. Given two drug SMILES strings and cell line genomic features, predict the synergy score measuring deviation from expected non-interaction effect. (1) Drug 1: CN(C)N=NC1=C(NC=N1)C(=O)N. Drug 2: B(C(CC(C)C)NC(=O)C(CC1=CC=CC=C1)NC(=O)C2=NC=CN=C2)(O)O. Cell line: SF-268. Synergy scores: CSS=-0.723, Synergy_ZIP=2.57, Synergy_Bliss=1.28, Synergy_Loewe=3.51, Synergy_HSA=-0.787. (2) Drug 1: C1CCC(C1)C(CC#N)N2C=C(C=N2)C3=C4C=CNC4=NC=N3. Drug 2: C1=CC(=CC=C1CCC2=CNC3=C2C(=O)NC(=N3)N)C(=O)NC(CCC(=O)O)C(=O)O. Cell line: T-47D. Synergy scores: CSS=4.52, Synergy_ZIP=0.736, Synergy_Bliss=4.47, Synergy_Loewe=-1.86, Synergy_HSA=-0.606. (3) Drug 1: CS(=O)(=O)OCCCCOS(=O)(=O)C. Drug 2: B(C(CC(C)C)NC(=O)C(CC1=CC=CC=C1)NC(=O)C2=NC=CN=C2)(O)O. Cell line: NCI-H460. Synergy scores: CSS=65.8, Synergy_ZIP=-2.73, Synergy_Bliss=-5.34, Synergy_Loewe=-47.7, Synergy_HSA=-4.98. (4) Drug 1: C1CCN(CC1)CCOC2=CC=C(C=C2)C(=O)C3=C(SC4=C3C=CC(=C4)O)C5=CC=C(C=C5)O. Drug 2: CC12CCC(CC1=CCC3C2CCC4(C3CC=C4C5=CN=CC=C5)C)O. Cell line: IGROV1. Synergy scores: CSS=2.85, Synergy_ZIP=-1.05, Synergy_Bliss=1.05, Synergy_Loewe=-1.61, Synergy_HSA=0.291.